Dataset: Catalyst prediction with 721,799 reactions and 888 catalyst types from USPTO. Task: Predict which catalyst facilitates the given reaction. (1) Reactant: [CH3:1][C:2]1([CH3:8])[CH2:7][CH2:6][O:5][C:3]1=[O:4].[OH-:9].[K+].Cl. Product: [OH:5][CH2:6][CH2:7][C:2]([CH3:8])([CH3:1])[C:3]([OH:9])=[O:4]. The catalyst class is: 6. (2) Reactant: C([O:5][CH2:6][CH2:7][O:8][C:9]1[CH:14]=[CH:13][C:12]([C@H:15]2[NH:19][C:18](=[O:20])[N:17]([C@H:21]([C:30]3[NH:31][C:32]([C:35]4[CH:40]=[CH:39][C:38]([C:41]#[CH:42])=[CH:37][C:36]=4[F:43])=[CH:33][N:34]=3)[C@H:22]([C:24]3[CH:29]=[CH:28][CH:27]=[CH:26][CH:25]=3)[CH3:23])[C:16]2=[O:44])=[CH:11][CH:10]=1)(C)(C)C.ClCCl.C(#N)C.[I-].[Na+].Cl[Si](C)(C)C. Product: [C:41]([C:38]1[CH:39]=[CH:40][C:35]([C:32]2[NH:31][C:30]([C@@H:21]([N:17]3[C:16](=[O:44])[C@@H:15]([C:12]4[CH:11]=[CH:10][C:9]([O:8][CH2:7][CH2:6][OH:5])=[CH:14][CH:13]=4)[NH:19][C:18]3=[O:20])[C@H:22]([C:24]3[CH:25]=[CH:26][CH:27]=[CH:28][CH:29]=3)[CH3:23])=[N:34][CH:33]=2)=[C:36]([F:43])[CH:37]=1)#[CH:42]. The catalyst class is: 13. (3) Reactant: [F:1][CH:2]1[C:7]([F:9])(O)[CH:6]=[CH:5][C:4]([C:10]2[CH:15]=[CH:14][CH:13]=[CH:12][CH:11]=2)=[CH:3]1.Br[CH2:17][CH2:18][O:19][CH3:20].[I-].[K+].C(=O)([O-])[O-:24].[K+].[K+]. Product: [F:1][C:2]1[CH:3]=[C:4]([C:10]2[CH:15]=[CH:14][C:13]([O:24][CH2:17][CH2:18][O:19][CH3:20])=[CH:12][CH:11]=2)[CH:5]=[CH:6][C:7]=1[F:9]. The catalyst class is: 131. (4) Reactant: [OH:1][C:2]12[C:13]3[C:8](=[CH:9][CH:10]=[CH:11][CH:12]=3)[C:7](=O)[C:6]1([OH:15])[C:5]1[CH:16]=[CH:17][C:18]([CH:20]([CH3:22])[CH3:21])=[CH:19][C:4]=1[O:3]2.O.NN.[OH-].[K+]. Product: [OH:15][C:6]1([C:5]2[CH:16]=[CH:17][C:18]([CH:20]([CH3:21])[CH3:22])=[CH:19][C:4]=2[OH:3])[CH2:7][C:8]2[C:13](=[CH:12][CH:11]=[CH:10][CH:9]=2)[C:2]1=[O:1]. The catalyst class is: 831. (5) Reactant: Br[C:2]1[CH:7]=[CH:6][C:5]([C:8]2[N:9]([CH2:14][C@@H:15]3[CH2:19][CH2:18][N:17]([C:20]([CH:22]4[CH2:24][CH2:23]4)=[O:21])[CH2:16]3)[C:10](=[O:13])[NH:11][N:12]=2)=[C:4]([F:25])[CH:3]=1.[CH3:26][N:27]([CH3:41])[S:28]([NH:31][C:32]1[CH:33]=[C:34](B(O)O)[CH:35]=[CH:36][CH:37]=1)(=[O:30])=[O:29].C([O-])([O-])=O.[Cs+].[Cs+].O1CCOCC1. Product: [CH:22]1([C:20]([N:17]2[CH2:18][CH2:19][C@@H:15]([CH2:14][N:9]3[C:10](=[O:13])[NH:11][N:12]=[C:8]3[C:5]3[CH:6]=[CH:7][C:2]([C:36]4[CH:35]=[CH:34][CH:33]=[C:32]([NH:31][S:28]([N:27]([CH3:41])[CH3:26])(=[O:30])=[O:29])[CH:37]=4)=[CH:3][C:4]=3[F:25])[CH2:16]2)=[O:21])[CH2:24][CH2:23]1. The catalyst class is: 103. (6) Reactant: [C:1]1([CH:7]2[CH2:12][CH2:11][N:10]([C:13](Cl)=[O:14])[CH2:9][CH2:8]2)[CH:6]=[CH:5][CH:4]=[CH:3][CH:2]=1.[CH2:16]([O:18][CH:19]([O:24][CH2:25][CH3:26])[CH2:20][CH2:21][CH2:22][NH2:23])[CH3:17].C(N(CC)CC)C.C(=O)([O-])[O-].[Na+].[Na+]. Product: [CH2:25]([O:24][CH:19]([O:18][CH2:16][CH3:17])[CH2:20][CH2:21][CH2:22][NH:23][C:13]([N:10]1[CH2:11][CH2:12][CH:7]([C:1]2[CH:6]=[CH:5][CH:4]=[CH:3][CH:2]=2)[CH2:8][CH2:9]1)=[O:14])[CH3:26]. The catalyst class is: 4. (7) Reactant: [F:1][C:2]1[CH:41]=[CH:40][CH:39]=[C:38]([F:42])[C:3]=1[C:4]([NH:6][C:7]1[C:8]([C:21]2[NH:22][C:23]([CH2:34][CH:35]([CH3:37])[CH3:36])=[C:24]([C:26]([N:28]3[CH2:33][CH2:32][O:31][CH2:30][CH2:29]3)=[O:27])[N:25]=2)=[N:9][N:10](CC2C=CC(OC)=CC=2)[CH:11]=1)=[O:5].C1(OC)C=CC=CC=1. Product: [F:42][C:38]1[CH:39]=[CH:40][CH:41]=[C:2]([F:1])[C:3]=1[C:4]([NH:6][C:7]1[C:8]([C:21]2[NH:22][C:23]([CH2:34][CH:35]([CH3:37])[CH3:36])=[C:24]([C:26]([N:28]3[CH2:33][CH2:32][O:31][CH2:30][CH2:29]3)=[O:27])[N:25]=2)=[N:9][NH:10][CH:11]=1)=[O:5]. The catalyst class is: 55.